This data is from NCI-60 drug combinations with 297,098 pairs across 59 cell lines. The task is: Regression. Given two drug SMILES strings and cell line genomic features, predict the synergy score measuring deviation from expected non-interaction effect. (1) Drug 1: C1CN1C2=NC(=NC(=N2)N3CC3)N4CC4. Drug 2: CC12CCC3C(C1CCC2=O)CC(=C)C4=CC(=O)C=CC34C. Cell line: SF-295. Synergy scores: CSS=57.3, Synergy_ZIP=-0.770, Synergy_Bliss=-2.12, Synergy_Loewe=-2.84, Synergy_HSA=-2.97. (2) Synergy scores: CSS=-3.76, Synergy_ZIP=0.474, Synergy_Bliss=-4.39, Synergy_Loewe=-5.90, Synergy_HSA=-6.64. Cell line: HCT116. Drug 1: C1CCC(C1)C(CC#N)N2C=C(C=N2)C3=C4C=CNC4=NC=N3. Drug 2: CC(C)(C#N)C1=CC(=CC(=C1)CN2C=NC=N2)C(C)(C)C#N. (3) Drug 1: CN(C)C1=NC(=NC(=N1)N(C)C)N(C)C. Drug 2: CC1C(C(CC(O1)OC2CC(CC3=C2C(=C4C(=C3O)C(=O)C5=CC=CC=C5C4=O)O)(C(=O)C)O)N)O. Cell line: OVCAR-4. Synergy scores: CSS=16.5, Synergy_ZIP=-6.64, Synergy_Bliss=-8.27, Synergy_Loewe=-13.7, Synergy_HSA=-4.16. (4) Drug 1: C1CN1P(=S)(N2CC2)N3CC3. Drug 2: C1CN(P(=O)(OC1)NCCCl)CCCl. Cell line: SNB-19. Synergy scores: CSS=16.6, Synergy_ZIP=-1.09, Synergy_Bliss=0.0135, Synergy_Loewe=-32.7, Synergy_HSA=-0.192. (5) Drug 1: C1=NC2=C(N=C(N=C2N1C3C(C(C(O3)CO)O)F)Cl)N. Drug 2: C1CN(CCN1C(=O)CCBr)C(=O)CCBr. Cell line: NCI/ADR-RES. Synergy scores: CSS=15.7, Synergy_ZIP=0.668, Synergy_Bliss=4.62, Synergy_Loewe=-3.27, Synergy_HSA=2.27. (6) Drug 1: C1=CC=C(C(=C1)C(C2=CC=C(C=C2)Cl)C(Cl)Cl)Cl. Drug 2: C1C(C(OC1N2C=NC3=C2NC=NCC3O)CO)O. Cell line: BT-549. Synergy scores: CSS=0.251, Synergy_ZIP=1.94, Synergy_Bliss=4.88, Synergy_Loewe=-0.210, Synergy_HSA=0.220. (7) Drug 1: C1=CN(C(=O)N=C1N)C2C(C(C(O2)CO)O)O.Cl. Drug 2: C1=CC=C(C(=C1)C(C2=CC=C(C=C2)Cl)C(Cl)Cl)Cl. Cell line: MOLT-4. Synergy scores: CSS=59.0, Synergy_ZIP=-0.405, Synergy_Bliss=-1.31, Synergy_Loewe=-6.11, Synergy_HSA=-1.57.